Dataset: NCI-60 drug combinations with 297,098 pairs across 59 cell lines. Task: Regression. Given two drug SMILES strings and cell line genomic features, predict the synergy score measuring deviation from expected non-interaction effect. (1) Drug 1: C1=NC2=C(N=C(N=C2N1C3C(C(C(O3)CO)O)O)F)N. Drug 2: CNC(=O)C1=NC=CC(=C1)OC2=CC=C(C=C2)NC(=O)NC3=CC(=C(C=C3)Cl)C(F)(F)F. Cell line: NCI/ADR-RES. Synergy scores: CSS=39.5, Synergy_ZIP=-2.46, Synergy_Bliss=-5.44, Synergy_Loewe=-36.3, Synergy_HSA=-5.24. (2) Drug 1: C1=NNC2=C1C(=O)NC=N2. Drug 2: CCC1(C2=C(COC1=O)C(=O)N3CC4=CC5=C(C=CC(=C5CN(C)C)O)N=C4C3=C2)O.Cl. Cell line: NCI-H460. Synergy scores: CSS=15.6, Synergy_ZIP=3.27, Synergy_Bliss=4.48, Synergy_Loewe=-48.4, Synergy_HSA=3.07.